Dataset: Peptide-MHC class I binding affinity with 185,985 pairs from IEDB/IMGT. Task: Regression. Given a peptide amino acid sequence and an MHC pseudo amino acid sequence, predict their binding affinity value. This is MHC class I binding data. The peptide sequence is IKPSNSEDL. The MHC is H-2-Db with pseudo-sequence H-2-Db. The binding affinity (normalized) is 0.0641.